Task: Predict the reaction yield, written as a fraction of the theoretical maximum amount of product (1.0 means a 100% yield; for example, 0.34 means a 34% yield).. Dataset: Reaction yield outcomes from USPTO patents with 853,638 reactions (1) The reactants are [Br:1][C:2]1[CH:3]=[C:4]([NH:23][CH2:24][C:25]2[N:26]=[N:27][N:28]([CH2:30][CH2:31][N:32]3C(=O)C4C(=CC=CC=4)C3=O)[CH:29]=2)[CH:5]=[C:6]2[C:11]=1[N:10]=[CH:9][C:8]([C:12]#[N:13])=[C:7]2[NH:14][C:15]1[CH:20]=[CH:19][C:18]([F:21])=[C:17]([Cl:22])[CH:16]=1.O.NN. The catalyst is C(O)C. The product is [NH2:32][CH2:31][CH2:30][N:28]1[CH:29]=[C:25]([CH2:24][NH:23][C:4]2[CH:5]=[C:6]3[C:11](=[C:2]([Br:1])[CH:3]=2)[N:10]=[CH:9][C:8]([C:12]#[N:13])=[C:7]3[NH:14][C:15]2[CH:20]=[CH:19][C:18]([F:21])=[C:17]([Cl:22])[CH:16]=2)[N:26]=[N:27]1. The yield is 0.640. (2) The reactants are [O:1]=[C:2]1[CH2:5][CH:4]([C:6]([O:8][C:9]([CH3:12])([CH3:11])[CH3:10])=[O:7])[CH2:3]1.[BH4-].[Na+].O. The catalyst is CCO.[Na+].[Cl-]. The product is [C:9]([O:8][C:6]([CH:4]1[CH2:5][CH:2]([OH:1])[CH2:3]1)=[O:7])([CH3:12])([CH3:10])[CH3:11]. The yield is 0.700. (3) The reactants are [CH2:1]([O:8][C:9](=[O:26])[NH:10][CH2:11][CH2:12][CH2:13][CH2:14][C:15]1[CH:20]=[CH:19][C:18]([O:21][CH2:22][CH:23]2[CH2:25][O:24]2)=[CH:17][CH:16]=1)[C:2]1[CH:7]=[CH:6][CH:5]=[CH:4][CH:3]=1.[NH3:27]. The catalyst is C(O)C. The product is [CH2:1]([O:8][C:9](=[O:26])[NH:10][CH2:11][CH2:12][CH2:13][CH2:14][C:15]1[CH:20]=[CH:19][C:18]([O:21][CH2:22][CH:23]([OH:24])[CH2:25][NH2:27])=[CH:17][CH:16]=1)[C:2]1[CH:7]=[CH:6][CH:5]=[CH:4][CH:3]=1. The yield is 0.870. (4) The reactants are Cl.[C:2]([C:4]1[CH:5]=[C:6]([N:10]2[CH2:15][C@@H:14]3[CH2:16][C@H:11]2[CH2:12][N:13]3[C:17]2[CH:29]=[CH:28][C:20]([C:21]([O:23]C(C)(C)C)=[O:22])=[CH:19][CH:18]=2)[CH:7]=[CH:8][CH:9]=1)#[N:3]. The catalyst is [N+](C)([O-])=O. The product is [C:2]([C:4]1[CH:5]=[C:6]([N:10]2[CH2:15][C@@H:14]3[CH2:16][C@H:11]2[CH2:12][N:13]3[C:17]2[CH:29]=[CH:28][C:20]([C:21]([OH:23])=[O:22])=[CH:19][CH:18]=2)[CH:7]=[CH:8][CH:9]=1)#[N:3]. The yield is 0.390. (5) The yield is 0.560. The catalyst is CC1C=CC=CC=1[P](C1C=CC=CC=1C)([Pd](Cl)(Cl)[P](C1=C(C)C=CC=C1)(C1C=CC=CC=1C)C1C=CC=CC=1C)C1C=CC=CC=1C.CN(C=O)C.O. The product is [C:7]1([CH2:6][CH:2]([NH:1][C:14]2[CH:19]=[CH:18][CH:17]=[CH:16][CH:15]=2)[C:3]([OH:5])=[O:4])[CH:12]=[CH:11][CH:10]=[CH:9][CH:8]=1. The reactants are [NH2:1][C@@H:2]([CH2:6][C:7]1[CH:12]=[CH:11][CH:10]=[CH:9][CH:8]=1)[C:3]([OH:5])=[O:4].I[C:14]1[CH:19]=[CH:18][CH:17]=[CH:16][CH:15]=1.C([O-])([O-])=O.[K+].[K+].[Cl-].C(N(CC)CC)C. (6) The reactants are [Br:1][C:2]1[CH:3]=[C:4]2[C:8](=[C:9]([C:11]([OH:13])=O)[CH:10]=1)[NH:7][CH:6]=[C:5]2[CH:14]1[CH2:19][CH:18]([CH3:20])[S:17](=[O:22])(=[O:21])[CH:16]([CH3:23])[CH2:15]1.C(Cl)CCl.C1C=CC2N(O)N=[N:34]C=2C=1.N.O1CCOCC1. The catalyst is CN(C=O)C.O. The product is [Br:1][C:2]1[CH:3]=[C:4]2[C:8](=[C:9]([C:11]([NH2:34])=[O:13])[CH:10]=1)[NH:7][CH:6]=[C:5]2[CH:14]1[CH2:15][CH:16]([CH3:23])[S:17](=[O:21])(=[O:22])[CH:18]([CH3:20])[CH2:19]1. The yield is 0.800. (7) The reactants are FC(F)(F)C(O)=O.[C:8]1(=[C:14]([C:30]2[CH:35]=[CH:34][C:33]([OH:36])=[C:32]([F:37])[CH:31]=2)[C:15]2[CH:20]=[CH:19][C:18](/[CH:21]=[CH:22]/[C:23]([O:25]C(C)(C)C)=[O:24])=[CH:17][CH:16]=2)[CH2:13][CH2:12][CH2:11][CH2:10][CH2:9]1. The catalyst is C(Cl)Cl. The product is [C:8]1(=[C:14]([C:30]2[CH:35]=[CH:34][C:33]([OH:36])=[C:32]([F:37])[CH:31]=2)[C:15]2[CH:16]=[CH:17][C:18](/[CH:21]=[CH:22]/[C:23]([OH:25])=[O:24])=[CH:19][CH:20]=2)[CH2:13][CH2:12][CH2:11][CH2:10][CH2:9]1. The yield is 0.780. (8) The reactants are [F:1][C:2]1[CH:23]=[CH:22][C:5]([C:6]([NH:8][CH2:9][C:10]2[S:11][C:12]3[C:18]([F:19])=[CH:17][C:16]([F:20])=[C:15]([F:21])[C:13]=3[N:14]=2)=[O:7])=[C:4]([OH:24])[CH:3]=1.C([O-])([O-])=O.[K+].[K+].Br[CH2:32][C:33]([O:35][CH2:36][CH3:37])=[O:34].Cl. The catalyst is CC(C)=O.C(OCC)(=O)C. The product is [CH2:36]([O:35][C:33](=[O:34])[CH2:32][O:24][C:4]1[CH:3]=[C:2]([F:1])[CH:23]=[CH:22][C:5]=1[C:6](=[O:7])[NH:8][CH2:9][C:10]1[S:11][C:12]2[C:18]([F:19])=[CH:17][C:16]([F:20])=[C:15]([F:21])[C:13]=2[N:14]=1)[CH3:37]. The yield is 0.810. (9) The reactants are Br[C:2]1[CH:23]=[CH:22][C:5]([C:6]([NH:8][S:9]([C:12]2[CH:17]=[CH:16][CH:15]=[CH:14][C:13]=2[S:18](=[O:21])(=[O:20])[NH2:19])(=[O:11])=[O:10])=[O:7])=[C:4]([F:24])[CH:3]=1.[O:25]1[C:29]2[CH:30]=[CH:31][CH:32]=[CH:33][C:28]=2[CH:27]=[C:26]1B(O)O.C(=O)([O-])[O-].[K+].[K+].O. The catalyst is O1CCCC1.C1C=CC(P(C2C=CC=CC=2)[C-]2C=CC=C2)=CC=1.C1C=CC(P(C2C=CC=CC=2)[C-]2C=CC=C2)=CC=1.Cl[Pd]Cl.[Fe+2]. The product is [O:25]1[C:29]2[CH:30]=[CH:31][CH:32]=[CH:33][C:28]=2[CH:27]=[C:26]1[C:2]1[CH:23]=[CH:22][C:5]([C:6]([NH:8][S:9]([C:12]2[CH:17]=[CH:16][CH:15]=[CH:14][C:13]=2[S:18](=[O:21])(=[O:20])[NH2:19])(=[O:11])=[O:10])=[O:7])=[C:4]([F:24])[CH:3]=1. The yield is 0.390. (10) The reactants are [C:1]1([CH:7]([C:18]2[CH:23]=[CH:22][CH:21]=[CH:20][CH:19]=2)[N:8](C2C=CC=CC=2)[C:9](=[O:11])[O-])[CH:6]=[CH:5][CH:4]=[CH:3][CH:2]=1.[CH2:24]([NH:27][C:28]1[N:33]=[C:32]([NH:34][CH2:35][CH:36]=[CH2:37])[N:31]=[C:30]([N:38]2[CH2:43][CH2:42][NH:41][CH2:40][CH2:39]2)[N:29]=1)[CH:25]=[CH2:26].C1CCN2C(=NCCC2)CC1. The catalyst is C1COCC1. The product is [C:18]1([CH:7]([NH:8][C:9]([N:41]2[CH2:40][CH2:39][N:38]([C:30]3[N:29]=[C:28]([NH:27][CH2:24][CH:25]=[CH2:26])[N:33]=[C:32]([NH:34][CH2:35][CH:36]=[CH2:37])[N:31]=3)[CH2:43][CH2:42]2)=[O:11])[C:1]2[CH:2]=[CH:3][CH:4]=[CH:5][CH:6]=2)[CH:19]=[CH:20][CH:21]=[CH:22][CH:23]=1. The yield is 0.694.